From a dataset of Forward reaction prediction with 1.9M reactions from USPTO patents (1976-2016). Predict the product of the given reaction. Given the reactants [Cl:1][C:2]1[CH:3]=[C:4]([CH:27]=[CH:28][C:29]=1[Cl:30])[O:5][CH:6]1[CH2:11][CH2:10][N:9]([CH2:12][C:13]2([OH:26])[CH2:18][CH2:17][N:16](C(OC(C)(C)C)=O)[CH2:15][CH2:14]2)[CH2:8][CH2:7]1.FC(F)(F)C(O)=O.[OH-].[Na+], predict the reaction product. The product is: [Cl:1][C:2]1[CH:3]=[C:4]([CH:27]=[CH:28][C:29]=1[Cl:30])[O:5][CH:6]1[CH2:11][CH2:10][N:9]([CH2:12][C:13]2([OH:26])[CH2:18][CH2:17][NH:16][CH2:15][CH2:14]2)[CH2:8][CH2:7]1.